From a dataset of Forward reaction prediction with 1.9M reactions from USPTO patents (1976-2016). Predict the product of the given reaction. (1) Given the reactants [CH3:1][N:2]1[CH2:7][CH2:6][CH:5]([NH:8][C:9]2[CH:14]=[CH:13][CH:12]=[C:11]([N+:15]([O-])=O)[CH:10]=2)[CH2:4][CH2:3]1, predict the reaction product. The product is: [CH3:1][N:2]1[CH2:3][CH2:4][CH:5]([NH:8][C:9]2[CH:14]=[CH:13][CH:12]=[C:11]([NH2:15])[CH:10]=2)[CH2:6][CH2:7]1. (2) Given the reactants Br[C:2]1[CH:7]=[CH:6][CH:5]=[C:4]([Br:8])[N:3]=1.C([Li])CCC.[C:14]([N:18]=[C:19]=[O:20])([CH3:17])([CH3:16])[CH3:15], predict the reaction product. The product is: [C:14]([NH:18][C:19]([C:2]1[CH:7]=[CH:6][CH:5]=[C:4]([Br:8])[N:3]=1)=[O:20])([CH3:17])([CH3:16])[CH3:15].